From a dataset of Forward reaction prediction with 1.9M reactions from USPTO patents (1976-2016). Predict the product of the given reaction. (1) Given the reactants [CH3:1][N:2]1[CH2:7][CH2:6][N:5]([C:8]([C:10]2[CH:15]=[CH:14][C:13]([N+:16]([O-])=O)=[CH:12][CH:11]=2)=[O:9])[CH2:4][CH2:3]1.[H][H], predict the reaction product. The product is: [CH3:1][N:2]1[CH2:3][CH2:4][N:5]([C:8]([C:10]2[CH:15]=[CH:14][C:13]([NH2:16])=[CH:12][CH:11]=2)=[O:9])[CH2:6][CH2:7]1. (2) The product is: [Br:34][C:19]1[CH:23]=[CH:24][C:16]([NH:15][C:13](=[O:14])[CH2:12][CH2:11][CH:9]2[C:10]3[C:6](=[CH:5][CH:4]=[CH:3][C:2]=3[F:1])[C:7](=[O:33])[N:8]2[CH2:25][C:26]2[CH:31]=[CH:30][C:29]([F:32])=[CH:28][CH:27]=2)=[N:17][CH:18]=1. Given the reactants [F:1][C:2]1[CH:3]=[CH:4][CH:5]=[C:6]2[C:10]=1[CH:9]([CH2:11][CH2:12][C:13]([NH:15][C:16]1[CH:24]=[CH:23][C:19](C(O)=O)=[CH:18][N:17]=1)=[O:14])[N:8]([CH2:25][C:26]1[CH:31]=[CH:30][C:29]([F:32])=[CH:28][CH:27]=1)[C:7]2=[O:33].[Br:34]C1C=CC(N)=NC=1, predict the reaction product.